From a dataset of Full USPTO retrosynthesis dataset with 1.9M reactions from patents (1976-2016). Predict the reactants needed to synthesize the given product. (1) Given the product [CH2:34]([C:36]1[S:40][C:39]([CH2:41][C:4]2[C:3]3[C:7](=[CH:8][CH:9]=[CH:10][C:2]=3[F:1])[N:6]([C@@H:11]3[O:28][C@H:27]([CH2:29][OH:30])[C@@H:22]([OH:23])[C@H:17]([OH:18])[C@H:12]3[OH:13])[CH:5]=2)=[CH:38][CH:37]=1)[CH3:35], predict the reactants needed to synthesize it. The reactants are: [F:1][C:2]1[CH:10]=[CH:9][CH:8]=[C:7]2[C:3]=1[CH:4]=[CH:5][N:6]2[C@@H:11]1[O:28][C@H:27]([CH2:29][O:30]C(=O)C)[C@@H:22]([O:23]C(=O)C)[C@H:17]([O:18]C(=O)C)[C@H:12]1[O:13]C(=O)C.[CH2:34]([C:36]1[S:40][C:39]([C:41](Cl)=O)=[CH:38][CH:37]=1)[CH3:35]. (2) Given the product [F:71][CH2:70][C:67]1([S:64]([NH:63][C:61]([C@@:56]2([NH:55][C:42]([C@@H:37]3[CH2:38][C@@H:39]([OH:41])[CH2:40][N:36]3[C:34](=[O:35])[C@@H:33]([NH:32][C:30](=[O:31])[O:29][C:25]([CH3:28])([CH3:26])[CH3:27])[C@H:45]([CH2:53][O:8][CH3:4])[CH2:46][CH:47]([CH3:52])[CH2:48][CH2:49][CH:50]=[CH2:51])=[O:43])[CH2:58][C@H:57]2[CH:59]=[CH2:60])=[O:62])(=[O:66])=[O:65])[CH2:69][CH2:68]1, predict the reactants needed to synthesize it. The reactants are: CN([C:4]([O:8]N1N=NC2C=CC=NC1=2)=[N+](C)C)C.F[P-](F)(F)(F)(F)F.[C:25]([O:29][C:30]([NH:32][C@@H:33]([C@H:45]([CH3:53])[CH2:46][CH:47]([CH3:52])[CH2:48][CH2:49][CH:50]=[CH2:51])[C:34]([N:36]1[CH2:40][C@H:39]([OH:41])[CH2:38][C@H:37]1[C:42](O)=[O:43])=[O:35])=[O:31])([CH3:28])([CH3:27])[CH3:26].Cl.[NH2:55][C@:56]1([C:61]([NH:63][S:64]([C:67]2([CH2:70][F:71])[CH2:69][CH2:68]2)(=[O:66])=[O:65])=[O:62])[CH2:58][C@H:57]1[CH:59]=[CH2:60].CCN(C(C)C)C(C)C.